This data is from Forward reaction prediction with 1.9M reactions from USPTO patents (1976-2016). The task is: Predict the product of the given reaction. (1) Given the reactants Cl.[CH3:2][C:3]1[C:11]2[C:6](=[CH:7][CH:8]=[CH:9][CH:10]=2)[NH:5][C:4]=1[C:12]1[CH:13]=[N:14][CH:15]=[CH:16][CH:17]=1.Br[CH2:19][C:20]1[CH:27]=[CH:26][C:23]([C:24]#[N:25])=[CH:22][CH:21]=1, predict the reaction product. The product is: [CH3:2][C:3]1[C:11]2[C:6](=[CH:7][CH:8]=[CH:9][CH:10]=2)[N:5]([CH2:19][C:20]2[CH:27]=[CH:26][C:23]([C:24]#[N:25])=[CH:22][CH:21]=2)[C:4]=1[C:12]1[CH:13]=[N:14][CH:15]=[CH:16][CH:17]=1. (2) Given the reactants F[C:2]1[CH:9]=[CH:8][C:5]([C:6]#[N:7])=[CH:4][CH:3]=1.[OH:10][C:11]1[CH:12]=[C:13]([CH:16]=[CH:17][CH:18]=1)[CH:14]=[O:15], predict the reaction product. The product is: [CH:14]([C:13]1[CH:12]=[C:11]([CH:18]=[CH:17][CH:16]=1)[O:10][C:2]1[CH:9]=[CH:8][C:5]([C:6]#[N:7])=[CH:4][CH:3]=1)=[O:15]. (3) Given the reactants [C:1](OC(=O)C)(=[O:3])[CH3:2].C(N[C@H](C(O)=O)CC(C)C)=O.[CH2:19]([NH:26][C:27](=[O:33])[C@H:28]([NH2:32])[CH2:29][O:30][CH3:31])[C:20]1[CH:25]=[CH:24][CH:23]=[CH:22][CH:21]=1.C(OC(C)C)(=O)C.C([O-])(=O)C.[Na+].[OH-].[Na+], predict the reaction product. The product is: [CH2:19]([NH:26][C:27](=[O:33])[C@H:28]([NH:32][C:1](=[O:3])[CH3:2])[CH2:29][O:30][CH3:31])[C:20]1[CH:25]=[CH:24][CH:23]=[CH:22][CH:21]=1. (4) Given the reactants Br[C:2]1[CH:3]=[C:4]([CH:7]=[O:8])[S:5][CH:6]=1.[B:9]1([B:9]2[O:13][C:12]([CH3:15])([CH3:14])[C:11]([CH3:17])([CH3:16])[O:10]2)[O:13][C:12]([CH3:15])([CH3:14])[C:11]([CH3:17])([CH3:16])[O:10]1.C([O-])(=O)C.[K+], predict the reaction product. The product is: [CH3:16][C:11]1([CH3:17])[C:12]([CH3:15])([CH3:14])[O:13][B:9]([C:2]2[CH:3]=[C:4]([CH:7]=[O:8])[S:5][CH:6]=2)[O:10]1. (5) Given the reactants [SH:1][C:2]1[CH:12]=[CH:11][C:10]([Cl:13])=[CH:9][C:3]=1[C:4]([O:6]CC)=[O:5].[F-].C([N+:19]([CH2:28][CH2:29][CH2:30][CH3:31])([CH2:24][CH2:25][CH2:26][CH3:27])CCCC)CCC.[C:32]([O:35]CC)(=[O:34])C.O.[CH3:39]N(C)C=O, predict the reaction product. The product is: [ClH:13].[C:4]([C:3]1[CH:9]=[C:10]([Cl:13])[CH:11]=[CH:12][C:2]=1[S:1][C@H:39]1[CH2:27][CH2:26][C@@H:25]2[C@H:30]([CH2:29][C@@H:28]([C:32]([OH:35])=[O:34])[NH:19][CH2:24]2)[CH2:31]1)([OH:6])=[O:5]. (6) Given the reactants F[C:2]1[CH:10]=[CH:9][C:8]([S:11]([CH3:14])(=[O:13])=[O:12])=[CH:7][C:3]=1[C:4]([OH:6])=[O:5].[CH3:15][CH2:16][C@@H:17]([OH:19])[CH3:18], predict the reaction product. The product is: [C@@H:17]([O:19][C:2]1[CH:10]=[CH:9][C:8]([S:11]([CH3:14])(=[O:13])=[O:12])=[CH:7][C:3]=1[C:4]([OH:6])=[O:5])([CH2:16][CH3:15])[CH3:18].